The task is: Predict the reactants needed to synthesize the given product.. This data is from Full USPTO retrosynthesis dataset with 1.9M reactions from patents (1976-2016). Given the product [Br:7][C:8]1[C:16]2[N:15]=[C:14]([C:17]3[CH:22]=[CH:21][C:20]([CH:23]([CH3:24])[CH3:25])=[CH:19][CH:18]=3)[N:13]([CH2:26][CH2:27][O:28][CH3:29])[C:12]=2[C:11]([O:30][CH3:31])=[CH:10][C:9]=1[C:32]([C:34]1[CH:39]=[CH:38][CH:37]=[C:36]([O:40][CH3:41])[CH:35]=1)=[O:33], predict the reactants needed to synthesize it. The reactants are: C(Cl)(=O)C(Cl)=O.[Br:7][C:8]1[C:16]2[N:15]=[C:14]([C:17]3[CH:22]=[CH:21][C:20]([CH:23]([CH3:25])[CH3:24])=[CH:19][CH:18]=3)[N:13]([CH2:26][CH2:27][O:28][CH3:29])[C:12]=2[C:11]([O:30][CH3:31])=[CH:10][C:9]=1[CH:32]([C:34]1[CH:39]=[CH:38][CH:37]=[C:36]([O:40][CH3:41])[CH:35]=1)[OH:33].C(N(CC)CC)C.